Dataset: Aqueous solubility values for 9,982 compounds from the AqSolDB database. Task: Regression/Classification. Given a drug SMILES string, predict its absorption, distribution, metabolism, or excretion properties. Task type varies by dataset: regression for continuous measurements (e.g., permeability, clearance, half-life) or binary classification for categorical outcomes (e.g., BBB penetration, CYP inhibition). For this dataset (solubility_aqsoldb), we predict Y. (1) The molecule is O=C(O)c1ccsc1. The Y is -1.47 log mol/L. (2) The drug is NC(=O)c1ccc[n+](C2OC(COP(=O)([O-])OP(=O)(O)OCC3OC(n4cnc5c(N)ncnc54)C(O)C3O)C(O)C2O)c1. The Y is 0.178 log mol/L. (3) The drug is CC(=O)Oc1ccc([N+](=O)[O-])cc1. The Y is -2.60 log mol/L. (4) The drug is CNC.[Cl-].[H+]. The Y is 1.57 log mol/L.